Dataset: Reaction yield outcomes from USPTO patents with 853,638 reactions. Task: Predict the reaction yield, written as a fraction of the theoretical maximum amount of product (1.0 means a 100% yield; for example, 0.34 means a 34% yield). (1) The reactants are [NH2:1][C:2]1[C:10]([CH3:11])=[C:9]([O:12][CH3:13])[CH:8]=[CH:7][C:3]=1[C:4]([NH2:6])=[O:5].C(N)(=O)C1C=CC=CC=1.[F:23][C:24]1[CH:25]=[C:26]([CH:30]=[C:31]([F:33])[CH:32]=1)[C:27](Cl)=O. No catalyst specified. The product is [F:23][C:24]1[CH:25]=[C:26]([C:27]2[N:6]=[C:4]([OH:5])[C:3]3[C:2](=[C:10]([CH3:11])[C:9]([O:12][CH3:13])=[CH:8][CH:7]=3)[N:1]=2)[CH:30]=[C:31]([F:33])[CH:32]=1. The yield is 0.850. (2) The reactants are [NH:1]1[CH2:6][CH2:5][O:4][CH2:3][CH2:2]1.Cl[CH2:8][CH2:9][O:10][C:11]1[CH:20]=[C:19]2[C:14]([C:15]([OH:21])=[N:16][CH:17]=[N:18]2)=[CH:13][C:12]=1[O:22][CH3:23]. The catalyst is C(Cl)Cl. The product is [OH:21][C:15]1[C:14]2[C:19](=[CH:20][C:11]([O:10][CH2:9][CH2:8][N:1]3[CH2:6][CH2:5][O:4][CH2:3][CH2:2]3)=[C:12]([O:22][CH3:23])[CH:13]=2)[N:18]=[CH:17][N:16]=1. The yield is 0.460.